The task is: Predict the product of the given reaction.. This data is from Forward reaction prediction with 1.9M reactions from USPTO patents (1976-2016). (1) Given the reactants [CH3:1][O:2][C:3]1[CH:4]=[C:5]([C:10]([C@@H:12]2[C@:21]3([CH3:22])[C@H:16]([C:17]([CH3:24])([CH3:23])[CH2:18][CH2:19][CH2:20]3)[CH2:15][CH2:14][C@@:13]2([CH3:26])O)=[O:11])[CH:6]=[C:7]([CH3:9])[CH:8]=1.Cl[Sn](Cl)(Cl)Cl, predict the reaction product. The product is: [CH3:26][C:13]1[C@H:12]([C:10]([C:5]2[CH:6]=[C:7]([CH3:9])[CH:8]=[C:3]([O:2][CH3:1])[CH:4]=2)=[O:11])[C@:21]2([CH3:22])[C@@H:16]([CH2:15][CH:14]=1)[C:17]([CH3:23])([CH3:24])[CH2:18][CH2:19][CH2:20]2. (2) Given the reactants [C:1]([O:4][CH2:5][C:6]1[CH:7]=[CH:8][C:9]2[O:14][C:13](=[O:15])[C:12]([C:16]([OH:18])=[O:17])=[CH:11][C:10]=2[CH:19]=1)(=[O:3])[CH3:2].[I:20][C:21]1[CH:26]=[CH:25][CH:24]=[CH:23][C:22]=1O.N1C=CC=CC=1, predict the reaction product. The product is: [C:1]([O:4][CH2:5][C:6]1[CH:7]=[CH:8][C:9]2[O:14][C:13](=[O:15])[C:12]([C:16]([O:18][C:22]3[CH:23]=[CH:24][CH:25]=[CH:26][C:21]=3[I:20])=[O:17])=[CH:11][C:10]=2[CH:19]=1)(=[O:3])[CH3:2]. (3) Given the reactants CC(C)([O-])C.[K+].[N+:7]([C:10]1[C:15]([F:16])=[CH:14][CH:13]=[CH:12][N:11]=1)([O-:9])=[O:8].[CH2:17]([O:19][C:20](=[O:24])[CH:21](Cl)[CH3:22])[CH3:18].Cl, predict the reaction product. The product is: [F:16][C:15]1[CH:14]=[C:13]([CH:21]([CH3:22])[C:20]([O:19][CH2:17][CH3:18])=[O:24])[CH:12]=[N:11][C:10]=1[N+:7]([O-:9])=[O:8]. (4) The product is: [Cl:1][C:2]1[CH:3]=[C:4]([CH:7]=[CH:8][C:9]=1[Cl:10])[CH2:5][NH:15][CH2:11][CH2:12][CH2:13][CH3:14]. Given the reactants [Cl:1][C:2]1[CH:3]=[C:4]([CH:7]=[CH:8][C:9]=1[Cl:10])[CH:5]=O.[CH2:11]([NH2:15])[CH2:12][CH2:13][CH3:14], predict the reaction product. (5) Given the reactants [NH2:1][NH2:2].[CH2:3]([NH:10][C:11](=[O:19])[C:12]1[CH:17]=[CH:16][C:15](Cl)=[N:14][CH:13]=1)[C:4]1[CH:9]=[CH:8][CH:7]=[CH:6][CH:5]=1, predict the reaction product. The product is: [CH2:3]([NH:10][C:11](=[O:19])[C:12]1[CH:17]=[CH:16][C:15]([NH:1][NH2:2])=[N:14][CH:13]=1)[C:4]1[CH:9]=[CH:8][CH:7]=[CH:6][CH:5]=1. (6) Given the reactants [N:1]1([C:7]2[N:12]=[CH:11][NH:10][C:9](=[O:13])[CH:8]=2)[CH2:6][CH2:5][NH:4][CH2:3][CH2:2]1.[N+:14]([C:17]1[CH:24]=[CH:23][CH:22]=[CH:21][C:18]=1[CH:19]=O)([O-:16])=[O:15], predict the reaction product. The product is: [N+:14]([C:17]1[CH:24]=[CH:23][CH:22]=[CH:21][C:18]=1[CH2:19][N:4]1[CH2:5][CH2:6][N:1]([C:7]2[N:12]=[CH:11][NH:10][C:9](=[O:13])[CH:8]=2)[CH2:2][CH2:3]1)([O-:16])=[O:15].